Dataset: Peptide-MHC class II binding affinity with 134,281 pairs from IEDB. Task: Regression. Given a peptide amino acid sequence and an MHC pseudo amino acid sequence, predict their binding affinity value. This is MHC class II binding data. (1) The peptide sequence is VIPEGWKADTSYESK. The MHC is HLA-DQA10501-DQB10201 with pseudo-sequence HLA-DQA10501-DQB10201. The binding affinity (normalized) is 0.102. (2) The peptide sequence is ISGLKPGVDYTITVY. The MHC is HLA-DQA10101-DQB10501 with pseudo-sequence HLA-DQA10101-DQB10501. The binding affinity (normalized) is 0.185. (3) The peptide sequence is EKKYFAATQFEHLAA. The MHC is HLA-DPA10201-DPB10501 with pseudo-sequence HLA-DPA10201-DPB10501. The binding affinity (normalized) is 0.878.